Task: Regression/Classification. Given a drug SMILES string, predict its toxicity properties. Task type varies by dataset: regression for continuous values (e.g., LD50, hERG inhibition percentage) or binary classification for toxic/non-toxic outcomes (e.g., AMES mutagenicity, cardiotoxicity, hepatotoxicity). Dataset: herg_karim.. Dataset: hERG potassium channel inhibition data for cardiac toxicity prediction from Karim et al. (1) The molecule is N#Cc1c[nH]c(C(=O)Nc2ccc(C3CCN(C(=O)CN4CCOCC4)CC3)cc2C2=CCCCC2)n1. The result is 0 (non-blocker). (2) The drug is CC(C)C(Cn1ccnc1)NC(=O)NC1CCN(Cc2ccn(-c3ccc(C(F)(F)F)cc3)c2)CC1. The result is 0 (non-blocker). (3) The compound is O=C1CN(Cc2ccc(-c3ccc(F)c(CN4CCCCC4)n3)cc2)C(=O)N1CC1CC1. The result is 1 (blocker). (4) The drug is COc1ccc(C2CN(CCC3(O)CCOCC3)CC2CC(=O)Nc2cccc(Cl)c2)cc1. The result is 1 (blocker).